From a dataset of In vitro SARS-CoV-2 activity screen of 1,480 approved drugs from Prestwick library. Binary Classification. Given a drug SMILES string, predict its activity (active/inactive) in a high-throughput screening assay against a specified biological target. (1) The compound is CC1=C(C(=O)O)N2C(=O)[C@@H](NC(=O)[C@H](N)C3=CCC=CC3)[C@H]2SC1.O. The result is 0 (inactive). (2) The drug is CC(=O)c1ccc2c(c1)N(CCCN(C)C)c1ccccc1S2.O=C(O)/C=C\C(=O)O. The result is 0 (inactive).